Dataset: Reaction yield outcomes from USPTO patents with 853,638 reactions. Task: Predict the reaction yield, written as a fraction of the theoretical maximum amount of product (1.0 means a 100% yield; for example, 0.34 means a 34% yield). (1) The reactants are C([S-])C.[Na+].[SH:5][CH2:6][CH2:7][C:8]1[CH:13]=[CH:12][CH:11]=[C:10]([C:14]2[CH:19]=[CH:18][CH:17]=[C:16]([C:20]([O-:22])=[O:21])[CH:15]=2)[C:9]=1[C:23]([O:25]C)=[O:24]. The catalyst is CN(C=O)C. The product is [SH:5][CH2:6][CH2:7][C:8]1[CH:13]=[CH:12][CH:11]=[C:10]([C:14]2[CH:19]=[CH:18][CH:17]=[C:16]([C:20]([OH:22])=[O:21])[CH:15]=2)[C:9]=1[C:23]([OH:25])=[O:24]. The yield is 0.570. (2) The reactants are [F:1][C:2]1[CH:7]=[CH:6][C:5]([N:8]([CH2:12][C:13]([CH3:15])=[CH2:14])[C:9](=[O:11])[CH3:10])=[CH:4][CH:3]=1.[Cl-].[Cl-].[Cl-].[Al+3].O. The catalyst is C(OCC)(=O)C. The product is [F:1][C:2]1[CH:3]=[C:4]2[C:5](=[CH:6][CH:7]=1)[N:8]([C:9](=[O:11])[CH3:10])[CH2:12][C:13]2([CH3:15])[CH3:14]. The yield is 1.00. (3) The reactants are [NH2:1][CH2:2][CH2:3][CH2:4][CH2:5][OH:6].[C:7]1(=[O:17])[O:12][C:10](=O)[C:9]2=[CH:13][CH:14]=[CH:15][CH:16]=[C:8]12.[CH2:18]([S:20](Cl)(=[O:22])=[O:21])[CH3:19]. The catalyst is C1(C)C=CC=CC=1.CCCCCC.C(N(CC)CC)C.O. The product is [CH2:18]([S:20]([O:6][CH2:5][CH2:4][CH2:3][CH2:2][N:1]1[C:7](=[O:17])[C:8]2[C:9](=[CH:13][CH:14]=[CH:15][CH:16]=2)[C:10]1=[O:12])(=[O:22])=[O:21])[CH3:19]. The yield is 0.784. (4) The reactants are [CH3:1][O:2][C:3]([C:5]1[N:6]=[C:7]([C:37]([F:40])([F:39])[F:38])[N:8]2[CH2:13][CH2:12][N:11]([C:14](=[O:35])[CH2:15][CH:16]([NH:27]C(OC(C)(C)C)=O)[CH2:17][C:18]3[CH:23]=[C:22]([F:24])[C:21]([F:25])=[CH:20][C:19]=3[F:26])[C@H:10]([CH3:36])[C:9]=12)=[O:4].[ClH:41]. The catalyst is C(OCC)(=O)C. The product is [ClH:41].[CH3:1][O:2][C:3]([C:5]1[N:6]=[C:7]([C:37]([F:40])([F:38])[F:39])[N:8]2[CH2:13][CH2:12][N:11]([C:14](=[O:35])[CH2:15][CH:16]([NH2:27])[CH2:17][C:18]3[CH:23]=[C:22]([F:24])[C:21]([F:25])=[CH:20][C:19]=3[F:26])[C@H:10]([CH3:36])[C:9]=12)=[O:4]. The yield is 1.00. (5) The reactants are Br[CH2:2][CH2:3]Br.[CH3:5][C:6]1[N:11]=[C:10]([C:12]2[NH:16][C:15]([NH:17][C:18](=[O:20])[CH3:19])=[N:14][C:13]=2[C:21]2[CH:22]=[C:23]3[C:28](=[CH:29][CH:30]=2)[N:27]=[CH:26][CH:25]=[N:24]3)[CH:9]=[CH:8][CH:7]=1.C([O-])([O-])=O.[K+].[K+]. The catalyst is CC#N. The product is [CH3:5][C:6]1[N:11]=[C:10]([C:12]2[N:16]=[C:15]3[N:17]([C:18](=[O:20])[CH3:19])[CH2:3][CH2:2][N:14]3[C:13]=2[C:21]2[CH:22]=[C:23]3[C:28](=[CH:29][CH:30]=2)[N:27]=[CH:26][CH:25]=[N:24]3)[CH:9]=[CH:8][CH:7]=1. The yield is 0.230. (6) The catalyst is N1C=CC=CC=1. The product is [C:25]([O:1][C:2]1[C:11]2[C:6](=[C:7]([CH:16]=[O:17])[CH:8]=[C:9]([CH:12]([CH2:14][CH3:15])[CH3:13])[CH:10]=2)[N:5]=[C:4]([CH3:18])[C:3]=1[CH3:19])(=[O:27])[CH3:26]. The reactants are [OH:1][C:2]1[C:11]2[C:6](=[C:7]([CH:16]=[O:17])[CH:8]=[C:9]([CH:12]([CH2:14][CH3:15])[CH3:13])[CH:10]=2)[N:5]=[C:4]([CH3:18])[C:3]=1[CH3:19].C(=O)([O-])O.[Na+].[C:25](OC(=O)C)(=[O:27])[CH3:26]. The yield is 0.130. (7) The reactants are [NH:1]([C:28]([O:30][CH2:31][CH:32]1[C:44]2[C:39](=[CH:40][CH:41]=[CH:42][CH:43]=2)[C:38]2[C:33]1=[CH:34][CH:35]=[CH:36][CH:37]=2)=[O:29])[C@H:2](C(O)=O)[CH2:3][CH2:4][CH2:5][CH2:6][NH:7][C:8]([O:10][CH2:11][CH:12]1[C:24]2[C:19](=[CH:20][CH:21]=[CH:22][CH:23]=2)[C:18]2[C:13]1=[CH:14][CH:15]=[CH:16][CH:17]=2)=[O:9].CCN=[C:48]=[N:49][CH2:50][CH2:51][CH2:52]N(C)C.Cl.C1C=CC2N([OH:66])N=NC=2C=1.O.C(N)C#C.CCN(C(C)C)C(C)C. The catalyst is C(Cl)Cl. The product is [O:66]=[C:48]([NH:49][CH2:50][C:51]#[CH:52])[C@@H:2]([NH:1][C:28](=[O:29])[O:30][CH2:31][CH:32]1[C:33]2[CH:34]=[CH:35][CH:36]=[CH:37][C:38]=2[C:39]2[C:44]1=[CH:43][CH:42]=[CH:41][CH:40]=2)[CH2:3][CH2:4][CH2:5][CH2:6][NH:7][C:8](=[O:9])[O:10][CH2:11][CH:12]1[C:13]2[CH:14]=[CH:15][CH:16]=[CH:17][C:18]=2[C:19]2[C:24]1=[CH:23][CH:22]=[CH:21][CH:20]=2. The yield is 0.310. (8) The reactants are S(Cl)(Cl)=O.CC1C(C)=CC=CC=1C(O)=O.CC1C(C)=CC=CC=1C(Cl)=O.[CH3:27][C:28]1[C:33]([CH3:34])=[CH:32][CH:31]=[CH:30][C:29]=1[C:35]([N:37]=[C:38]=[S:39])=[O:36].[Cl:40][C:41]1[CH:42]=[C:43]([CH:45]=[CH:46][C:47]=1[O:48][C:49]1[C:58]2[C:53](=[CH:54][C:55]([O:61][CH3:62])=[C:56]([O:59][CH3:60])[CH:57]=2)[N:52]=[CH:51][CH:50]=1)[NH2:44]. The catalyst is C(O)C.C1(C)C=CC=CC=1. The product is [Cl:40][C:41]1[CH:42]=[C:43]([NH:44][C:38]([NH:37][C:35](=[O:36])[C:29]2[CH:30]=[CH:31][CH:32]=[C:33]([CH3:34])[C:28]=2[CH3:27])=[S:39])[CH:45]=[CH:46][C:47]=1[O:48][C:49]1[C:58]2[C:53](=[CH:54][C:55]([O:61][CH3:62])=[C:56]([O:59][CH3:60])[CH:57]=2)[N:52]=[CH:51][CH:50]=1. The yield is 0.960.